This data is from Forward reaction prediction with 1.9M reactions from USPTO patents (1976-2016). The task is: Predict the product of the given reaction. (1) Given the reactants [CH2:1]([O:8][C:9]1[CH:10]=[C:11]2[C:15](=[CH:16][CH:17]=1)[NH:14][C:13](=[O:18])[C:12]12[CH2:23][CH2:22][CH2:21][CH2:20][CH2:19]1)[C:2]1[CH:7]=[CH:6][CH:5]=[CH:4][CH:3]=1.[H-].[Na+].[C:26]1([C@H:32]2[O:34][C@@H:33]2[CH2:35][OH:36])[CH:31]=[CH:30][CH:29]=[CH:28][CH:27]=1.Cl, predict the reaction product. The product is: [CH2:1]([O:8][C:9]1[CH:10]=[C:11]2[C:15](=[CH:16][CH:17]=1)[N:14]([C@@H:32]([C:26]1[CH:31]=[CH:30][CH:29]=[CH:28][CH:27]=1)[C@H:33]([OH:34])[CH2:35][OH:36])[C:13](=[O:18])[C:12]12[CH2:19][CH2:20][CH2:21][CH2:22][CH2:23]1)[C:2]1[CH:3]=[CH:4][CH:5]=[CH:6][CH:7]=1. (2) Given the reactants [NH2:1][C:2]1[CH:7]=[C:6]([C:8]#[N:9])[CH:5]=[CH:4][C:3]=1[C:10]1[CH:15]=[CH:14][C:13]([Br:16])=[C:12]([O:17][CH3:18])[CH:11]=1.[C:19](Cl)(Cl)=[O:20], predict the reaction product. The product is: [Br:16][C:13]1[CH:14]=[CH:15][C:10]([C:3]2[CH:4]=[CH:5][C:6]([C:8]#[N:9])=[CH:7][C:2]=2[N:1]=[C:19]=[O:20])=[CH:11][C:12]=1[O:17][CH3:18]. (3) Given the reactants [C:1]([O:5][C:6]([N:8]1[CH2:12][C:11](=[CH2:13])[CH2:10][CH:9]1[C:14]([OH:16])=[O:15])=[O:7])([CH3:4])(C)C.Cl.[CH3:18]N1CCOCC1.ClC(OC[C:30]1[CH:35]=[CH:34]C=[CH:32][CH:31]=1)=O, predict the reaction product. The product is: [CH3:18][O:16][C:14]([CH:9]1[CH2:10][C:11](=[CH2:13])[CH2:12][N:8]1[C:6]([O:5][CH2:1][C:4]1[CH:34]=[CH:35][CH:30]=[CH:31][CH:32]=1)=[O:7])=[O:15]. (4) Given the reactants CC(C1C=C(C2N3N=C(NC4C=CN=C(C)C=4)N=C3C=CC=2)C=CC=1)C.Br[C:28]1[CH:39]=[CH:38][C:31]([C:32]([N:34]([O:36][CH3:37])[CH3:35])=[O:33])=[CH:30][CH:29]=1.[CH3:40][O:41][C:42]1[CH:47]=[CH:46][C:45]([C:48]2[N:53]3[N:54]=[C:55]([NH2:57])[N:56]=[C:52]3[CH:51]=[CH:50][CH:49]=2)=[CH:44][CH:43]=1, predict the reaction product. The product is: [CH3:37][O:36][N:34]([CH3:35])[C:32](=[O:33])[C:31]1[CH:38]=[CH:39][C:28]([NH:57][C:55]2[N:56]=[C:52]3[CH:51]=[CH:50][CH:49]=[C:48]([C:45]4[CH:44]=[CH:43][C:42]([O:41][CH3:40])=[CH:47][CH:46]=4)[N:53]3[N:54]=2)=[CH:29][CH:30]=1. (5) Given the reactants C([N:8]1[CH2:13][CH2:12][C@@H:11]([C:14]2[CH:19]=[CH:18][C:17]([O:20][CH3:21])=[CH:16][CH:15]=2)[C@H:10]([OH:22])[CH2:9]1)C1C=CC=CC=1, predict the reaction product. The product is: [CH3:21][O:20][C:17]1[CH:16]=[CH:15][C:14]([C@@H:11]2[CH2:12][CH2:13][NH:8][CH2:9][C@H:10]2[OH:22])=[CH:19][CH:18]=1. (6) Given the reactants [CH2:1]([O:8][C@H:9]1[C@@H:17]([CH:18]=[O:19])[O:16][C@H:15]2[C@H:11]([N:12]=[C:13]([N:20]([CH3:28])[C:21](=[O:27])[O:22][C:23]([CH3:26])([CH3:25])[CH3:24])[S:14]2)[C@H:10]1[F:29])[C:2]1[CH:7]=[CH:6][CH:5]=[CH:4][CH:3]=1.[Si]([C:34]([F:37])([F:36])[F:35])(C)(C)C.CCCC[N+](CCCC)(CCCC)CCCC.[F-], predict the reaction product. The product is: [CH2:1]([O:8][C@H:9]1[C@@H:17]([C@@H:18]([OH:19])[C:34]([F:37])([F:36])[F:35])[O:16][C@H:15]2[C@H:11]([N:12]=[C:13]([N:20]([CH3:28])[C:21](=[O:27])[O:22][C:23]([CH3:24])([CH3:25])[CH3:26])[S:14]2)[C@H:10]1[F:29])[C:2]1[CH:3]=[CH:4][CH:5]=[CH:6][CH:7]=1. (7) Given the reactants [NH2:1][C:2]1[CH:10]=[C:9]([Br:11])[CH:8]=[C:7]([F:12])[C:3]=1[C:4]([OH:6])=O.[C:13]([O:17][C:18]([N:20]1[CH2:25][CH2:24][CH2:23][CH:22]([NH2:26])[CH2:21]1)=[O:19])([CH3:16])([CH3:15])[CH3:14].[CH:27](OCC)(OCC)OCC, predict the reaction product. The product is: [Br:11][C:9]1[CH:10]=[C:2]2[C:3]([C:4](=[O:6])[N:26]([CH:22]3[CH2:23][CH2:24][CH2:25][N:20]([C:18]([O:17][C:13]([CH3:16])([CH3:14])[CH3:15])=[O:19])[CH2:21]3)[CH:27]=[N:1]2)=[C:7]([F:12])[CH:8]=1. (8) Given the reactants [CH:1]1([N:5]2[CH2:11][CH2:10][C:9]3[CH:12]=[C:13](O)[C:14]([CH:16]=[O:17])=[CH:15][C:8]=3[CH2:7][CH2:6]2)[CH2:4][CH2:3][CH2:2]1.FC(F)(F)S(N(C1C=CC=CC=1)S(C(F)(F)F)(=O)=O)(=O)=O.C1(P(C2C=CC=CC=2)CCCP(C2C=CC=CC=2)C2C=CC=CC=2)C=CC=CC=1.C([SiH](CCCCCCCC)CCCCCCCC)CCCCCCC, predict the reaction product. The product is: [NH3:5].[CH:1]1([N:5]2[CH2:11][CH2:10][C:9]3[CH:12]=[CH:13][C:14]([CH:16]=[O:17])=[CH:15][C:8]=3[CH2:7][CH2:6]2)[CH2:4][CH2:3][CH2:2]1.